Dataset: Reaction yield outcomes from USPTO patents with 853,638 reactions. Task: Predict the reaction yield, written as a fraction of the theoretical maximum amount of product (1.0 means a 100% yield; for example, 0.34 means a 34% yield). The reactants are [NH:1]([C:8]([O:10][CH2:11][C:12]1[CH:17]=[CH:16][CH:15]=[CH:14][CH:13]=1)=[O:9])[C@H:2]([C:5]([OH:7])=O)[CH2:3][OH:4].[C:18]1([Mg]Br)[CH:23]=[CH:22][CH:21]=[CH:20][CH:19]=1.Cl.CCCCCC. The catalyst is C1COCC1.C(OCC)(=O)C. The product is [OH:4][CH2:3][C@H:2]([NH:1][C:8](=[O:9])[O:10][CH2:11][C:12]1[CH:17]=[CH:16][CH:15]=[CH:14][CH:13]=1)[C:5](=[O:7])[C:18]1[CH:23]=[CH:22][CH:21]=[CH:20][CH:19]=1. The yield is 0.200.